From a dataset of Forward reaction prediction with 1.9M reactions from USPTO patents (1976-2016). Predict the product of the given reaction. (1) Given the reactants NC1C([N+]([O-])=O)=CC2CCN(C(OC(C)(C)C)=O)CCC=2C=1.[N+:23]([C:26]1[C:27](NC(=O)C)=[CH:28][C:29]2[CH2:35][CH2:34][N:33]([C:36](=[O:41])[C:37]([F:40])([F:39])[F:38])[CH2:32][CH2:31][C:30]=2[CH:42]=1)([O-])=O.C(=O)([O-])[O-].[K+].[K+].C(OC(OC(C)(C)C)=O)(OC(C)(C)C)=O, predict the reaction product. The product is: [NH2:23][C:26]1[CH:27]=[CH:28][C:29]2[CH2:35][CH2:34][N:33]([C:36](=[O:41])[C:37]([F:40])([F:38])[F:39])[CH2:32][CH2:31][C:30]=2[CH:42]=1. (2) Given the reactants [CH3:1][O:2][C:3]1[CH:4]=[C:5]([CH:21]=[CH:22][C:23]=1[O:24][CH2:25][C:26]1[N:27]=[C:28]([C:32]2[CH:37]=[CH:36][CH:35]=[CH:34][CH:33]=2)[O:29][C:30]=1[CH3:31])[CH2:6][O:7][C:8]1[CH:12]=[C:11]([CH:13]=O)[N:10]([C:15]2[CH:20]=[CH:19][CH:18]=[CH:17][CH:16]=2)[N:9]=1.C(OP([CH2:46][C:47]([O:49][CH2:50][CH3:51])=[O:48])(OCC)=O)C.CN(C)C=O.[H-].[Na+], predict the reaction product. The product is: [CH3:1][O:2][C:3]1[CH:4]=[C:5]([CH:21]=[CH:22][C:23]=1[O:24][CH2:25][C:26]1[N:27]=[C:28]([C:32]2[CH:33]=[CH:34][CH:35]=[CH:36][CH:37]=2)[O:29][C:30]=1[CH3:31])[CH2:6][O:7][C:8]1[CH:12]=[C:11](/[CH:13]=[CH:46]/[C:47]([O:49][CH2:50][CH3:51])=[O:48])[N:10]([C:15]2[CH:16]=[CH:17][CH:18]=[CH:19][CH:20]=2)[N:9]=1. (3) Given the reactants [NH2:1][C:2]1[S:6][C:5]2[CH:7]=[CH:8][CH:9]=[CH:10][C:4]=2[C:3]=1[C:11]#[N:12].F[C:14]1[CH:19]=[C:18]([F:20])[C:17]([F:21])=[CH:16][C:15]=1[N+:22]([O-:24])=[O:23].[H-].[Na+], predict the reaction product. The product is: [F:21][C:17]1[C:18]([F:20])=[CH:19][C:14]([NH:1][C:2]2[S:6][C:5]3[CH:7]=[CH:8][CH:9]=[CH:10][C:4]=3[C:3]=2[C:11]#[N:12])=[C:15]([N+:22]([O-:24])=[O:23])[CH:16]=1. (4) Given the reactants [CH:1]([C:3]1[S:7][C:6]([NH:8][C:9](=[O:11])[CH3:10])=[N:5][CH:4]=1)=O.[C:12]1([C:18]2([C:24]#[N:25])[CH2:23][CH2:22][NH:21][CH2:20][CH2:19]2)[CH:17]=[CH:16][CH:15]=[CH:14][CH:13]=1, predict the reaction product. The product is: [C:24]([C:18]1([C:12]2[CH:17]=[CH:16][CH:15]=[CH:14][CH:13]=2)[CH2:19][CH2:20][N:21]([CH2:1][C:3]2[S:7][C:6]([NH:8][C:9](=[O:11])[CH3:10])=[N:5][CH:4]=2)[CH2:22][CH2:23]1)#[N:25]. (5) The product is: [CH3:35][O:30][C:29]([C:14]1([CH2:13][N:10]2[CH2:9][CH2:8][CH:7]([CH2:6][C:5]3[CH:32]=[CH:33][C:2]([F:1])=[CH:3][CH:4]=3)[CH2:12][CH2:11]2)[O:18][N:17]=[C:16]([C:19]2[CH:28]=[CH:27][C:22]3[NH:23][C:24](=[O:26])[O:25][C:21]=3[CH:20]=2)[CH2:15]1)=[O:31]. Given the reactants [F:1][C:2]1[CH:33]=[CH:32][C:5]([CH2:6][CH:7]2[CH2:12][CH2:11][N:10]([CH2:13][C:14]3([C:29]([OH:31])=[O:30])[O:18][N:17]=[C:16]([C:19]4[CH:28]=[CH:27][C:22]5[NH:23][C:24](=[O:26])[O:25][C:21]=5[CH:20]=4)[CH2:15]3)[CH2:9][CH2:8]2)=[CH:4][CH:3]=1.O.[C:35]1(C)C=CC(S(O)(=O)=O)=CC=1, predict the reaction product. (6) Given the reactants [CH2:1]([C:3]1[CH:4]=[CH:5][C:6]([F:10])=[C:7]([OH:9])[CH:8]=1)[CH3:2].N1C=CN=C1.[Si:16](Cl)([C:19]([CH3:22])([CH3:21])[CH3:20])([CH3:18])[CH3:17], predict the reaction product. The product is: [C:19]([Si:16]([O:9][C:7]1[CH:8]=[C:3]([CH2:1][CH3:2])[CH:4]=[CH:5][C:6]=1[F:10])([CH3:18])[CH3:17])([CH3:22])([CH3:21])[CH3:20]. (7) Given the reactants [F:1][C:2]1[CH:3]=[CH:4][C:5]([C:11]([CH3:23])([CH3:22])[CH2:12][C@:13]([OH:21])([C:17]([F:20])([F:19])[F:18])[CH2:14][C:15]#[CH:16])=[C:6]([CH:10]=1)[C:7]([OH:9])=[O:8].N1C=CN=C1.[Si:29](Cl)([CH2:34][CH3:35])([CH2:32][CH3:33])[CH2:30][CH3:31], predict the reaction product. The product is: [CH3:22][C:11]([C:5]1[CH:4]=[CH:3][C:2]([F:1])=[CH:10][C:6]=1[C:7]([OH:9])=[O:8])([CH3:23])[CH2:12][C@:13]([O:21][Si:29]([CH2:34][CH3:35])([CH2:32][CH3:33])[CH2:30][CH3:31])([C:17]([F:19])([F:20])[F:18])[CH2:14][C:15]#[CH:16]. (8) Given the reactants [O:1]1[CH2:6][CH2:5][N:4]([C:7]2[C:8]3[N:9]([CH:13]=[C:14]([CH2:16][OH:17])[N:15]=3)[N:10]=[CH:11][CH:12]=2)[CH2:3][CH2:2]1.C1C(=O)N([Br:25])C(=O)C1.[O-]S([O-])(=S)=O.[Na+].[Na+], predict the reaction product. The product is: [Br:25][C:13]1[N:9]2[N:10]=[CH:11][CH:12]=[C:7]([N:4]3[CH2:3][CH2:2][O:1][CH2:6][CH2:5]3)[C:8]2=[N:15][C:14]=1[CH2:16][OH:17]. (9) Given the reactants Cl[C:2]1[NH:7][C:6](=[O:8])[CH:5]=[C:4]([OH:9])[C:3]=1[C:10]1[CH:15]=[CH:14][CH:13]=[CH:12][CH:11]=1, predict the reaction product. The product is: [OH:9][C:4]1[C:3]([C:10]2[CH:11]=[CH:12][CH:13]=[CH:14][CH:15]=2)=[CH:2][NH:7][C:6](=[O:8])[CH:5]=1.